From a dataset of PAMPA (Parallel Artificial Membrane Permeability Assay) permeability data from NCATS. Regression/Classification. Given a drug SMILES string, predict its absorption, distribution, metabolism, or excretion properties. Task type varies by dataset: regression for continuous measurements (e.g., permeability, clearance, half-life) or binary classification for categorical outcomes (e.g., BBB penetration, CYP inhibition). Dataset: pampa_ncats. (1) The molecule is COC1=CC=C(C=C1)CN2C(=O)C3=C(C=C(C=C3)C(=O)NCCCN4CCCCC4)NC2=O. The result is 1 (high permeability). (2) The result is 1 (high permeability). The molecule is C[S+](=O)(C1=CC=C(C=C1)C2=C3C=CC=CN3C(=N2)C(=O)NCC#C)[O-]. (3) The molecule is C1CN(CCC1C(=O)N)C2=NC(=CS2)C3=CC=C(C=C3)[N+](=O)[O-]. The result is 1 (high permeability). (4) The drug is CC1=C(C(=CC=C1)C)C(=O)NC2=CC(=CC=C2)[S+](=O)(N(C)C)[O-]. The result is 1 (high permeability). (5) The drug is CC1=CC(=NC(=N1)NS(=O)(=O)C2=CC=C(C=C2)NC(=S)NC(=O)COC3=C(C=C(C=C3)Br)Cl)C. The result is 1 (high permeability). (6) The drug is CC1=CC(=CC=C1)C(=O)N2CCC3=C2C=CC(=C3)C4=C(SC(=N4)NC(=O)CC5=CC6=C(C=C5)OCO6)C. The result is 1 (high permeability). (7) The compound is C1=CC=C2C(=C1)C(=NC(=N2)C3=CC=NC=C3)NC4=NC5=CC=CC=C5N4. The result is 1 (high permeability). (8) The drug is CC(C)(C)C1=CC(=NO1)NC(=O)NC2=CC=C(C=C2)C3=CN4C5=C(C=C(C=C5)OCCN6CCOCC6)SC4=N3. The result is 0 (low-to-moderate permeability). (9) The drug is CC1=C(N=C(S1)NC(=O)CC2=CC3=C(C=C2)OCO3)C4=CC5=C(C=C4)N(CC5)C(=O)C6=CC=CC=C6F. The result is 0 (low-to-moderate permeability). (10) The drug is CC1=CC=C(C=C1)S(=O)(=O)NC2=C(C=CN=C2)C(=O)NC3=NC(=CS3)C4=CC(=C(C=C4)C)C. The result is 1 (high permeability).